This data is from Catalyst prediction with 721,799 reactions and 888 catalyst types from USPTO. The task is: Predict which catalyst facilitates the given reaction. (1) Reactant: Cl[C:2]1[C:11]2=[N:12][N:13](CC3C=CC(OC)=CC=3)[CH:14]=[C:10]2[C:9]2[CH:8]=[CH:7][CH:6]=[C:5]([O:24][CH3:25])[C:4]=2[N:3]=1.[O:26]1[CH2:31][CH2:30][N:29]([C:32]2[CH:38]=[CH:37][C:35]([NH2:36])=[CH:34][CH:33]=2)[CH2:28][CH2:27]1.Cl. Product: [CH3:25][O:24][C:5]1[C:4]2[N:3]=[C:2]([NH:36][C:35]3[CH:34]=[CH:33][C:32]([N:29]4[CH2:30][CH2:31][O:26][CH2:27][CH2:28]4)=[CH:38][CH:37]=3)[C:11]3=[N:12][NH:13][CH:14]=[C:10]3[C:9]=2[CH:8]=[CH:7][CH:6]=1. The catalyst class is: 71. (2) Reactant: [Cl:1][C:2]1[CH:3]=[C:4]2[C:9](=[CH:10][C:11]=1[C:12]([OH:14])=O)[N:8]=[CH:7][N:6]=[C:5]2[NH:15][CH:16]([C:18]1[NH:22][C:21]2[CH:23]=[CH:24][C:25]([Cl:27])=[CH:26][C:20]=2[N:19]=1)[CH3:17].FC1C(OC(N(C)C)=[N+](C)C)=C(F)C(F)=C(F)C=1F.F[P-](F)(F)(F)(F)F.C(N(C(C)C)CC)(C)C.[OH:63][CH2:64][C@@H:65]1[CH2:69][CH2:68][CH2:67][NH:66]1. Product: [Cl:1][C:2]1[CH:3]=[C:4]2[C:9](=[CH:10][C:11]=1[C:12]([N:66]1[CH2:67][CH2:68][CH2:69][C@H:65]1[CH2:64][OH:63])=[O:14])[N:8]=[CH:7][N:6]=[C:5]2[NH:15][CH:16]([C:18]1[NH:22][C:21]2[CH:23]=[CH:24][C:25]([Cl:27])=[CH:26][C:20]=2[N:19]=1)[CH3:17]. The catalyst class is: 16.